Dataset: Forward reaction prediction with 1.9M reactions from USPTO patents (1976-2016). Task: Predict the product of the given reaction. Given the reactants [CH2:1]([O:4][CH2:5][C:6]1([C:13]2[CH:18]=[CH:17][CH:16]=[C:15]([CH3:19])[CH:14]=2)[C:10](=[O:11])[NH:9][C:8](=[O:12])[NH:7]1)[CH:2]=[CH2:3].Br[C:21]1[CH:28]=[CH:27][C:24]([C:25]#[N:26])=[C:23]([C:29]([F:32])([F:31])[F:30])[CH:22]=1, predict the reaction product. The product is: [O:12]=[C:8]1[NH:7][C:6]([C:13]2[CH:18]=[CH:17][CH:16]=[C:15]([CH3:19])[CH:14]=2)([CH2:5][O:4][CH2:1][CH:2]=[CH2:3])[C:10](=[O:11])[N:9]1[C:21]1[CH:28]=[CH:27][C:24]([C:25]#[N:26])=[C:23]([C:29]([F:30])([F:32])[F:31])[CH:22]=1.